Dataset: Reaction yield outcomes from USPTO patents with 853,638 reactions. Task: Predict the reaction yield, written as a fraction of the theoretical maximum amount of product (1.0 means a 100% yield; for example, 0.34 means a 34% yield). (1) The reactants are [Cl:1][C:2]1[CH:3]=[C:4]([O:12][C:13]2[C:25]([C:26]3(O)[CH2:29][O:28][CH2:27]3)=[CH:24][C:16]([C:17]([O:19][C:20]([CH3:23])([CH3:22])[CH3:21])=[O:18])=[C:15]([F:31])[CH:14]=2)[CH:5]=[N:6][C:7]=1[O:8][CH:9]([CH3:11])[CH3:10].C(N(S(F)(F)[F:38])CC)C. The catalyst is ClCCl. The product is [Cl:1][C:2]1[CH:3]=[C:4]([O:12][C:13]2[C:25]([C:26]3([F:38])[CH2:27][O:28][CH2:29]3)=[CH:24][C:16]([C:17]([O:19][C:20]([CH3:22])([CH3:23])[CH3:21])=[O:18])=[C:15]([F:31])[CH:14]=2)[CH:5]=[N:6][C:7]=1[O:8][CH:9]([CH3:11])[CH3:10]. The yield is 0.550. (2) The catalyst is CO.O1CCCC1. The product is [Cl:1][C:2]1[C:3]([CH3:31])=[N:4][N:5]([C:7]2[N:12]=[CH:11][C:10]([NH:13][CH:14]([CH:26]3[CH2:30][CH2:29][CH2:28][CH2:27]3)[C:15]3[CH:25]=[CH:24][C:18]([C:19]([OH:21])=[O:20])=[CH:17][CH:16]=3)=[CH:9][CH:8]=2)[CH:6]=1. The reactants are [Cl:1][C:2]1[C:3]([CH3:31])=[N:4][N:5]([C:7]2[N:12]=[CH:11][C:10]([NH:13][CH:14]([CH:26]3[CH2:30][CH2:29][CH2:28][CH2:27]3)[C:15]3[CH:25]=[CH:24][C:18]([C:19]([O:21]CC)=[O:20])=[CH:17][CH:16]=3)=[CH:9][CH:8]=2)[CH:6]=1.[OH-].[Na+]. The yield is 0.930. (3) The reactants are [CH3:1][C:2]1[CH:6]=[C:5]([CH3:7])[N:4]([C:8]2[CH:9]=[C:10]([CH:25]=[CH:26][CH:27]=2)[O:11][C:12]2[CH:24]=[CH:23][C:22]3[C:21]4[C:16](=[CH:17][CH:18]=[CH:19][CH:20]=4)[NH:15][C:14]=3[CH:13]=2)[N:3]=1.Br[C:29]1[CH:34]=[C:33]([C:35]([CH3:38])([CH3:37])[CH3:36])[CH:32]=[CH:31][N:30]=1. No catalyst specified. The product is [CH3:1][C:2]1[CH:6]=[C:5]([CH3:7])[N:4]([C:8]2[CH:9]=[C:10]([CH:25]=[CH:26][CH:27]=2)[O:11][C:12]2[CH:24]=[CH:23][C:22]3[C:21]4[C:16](=[CH:17][CH:18]=[CH:19][CH:20]=4)[N:15]([C:29]4[CH:34]=[C:33]([C:35]([CH3:38])([CH3:37])[CH3:36])[CH:32]=[CH:31][N:30]=4)[C:14]=3[CH:13]=2)[N:3]=1. The yield is 0.940. (4) The reactants are [C:1]([C:4]1[O:5][C:6]2[CH:12]=[CH:11][CH:10]=[CH:9][C:7]=2[CH:8]=1)(=[O:3])[CH3:2].[C:13]1([CH3:21])[CH:18]=[CH:17][CH:16]=[CH:15][C:14]=1[CH2:19][NH2:20].[CH3:22][O:23][2H].[OH2:25].[CH3:26]C[OH:28]. No catalyst specified. The product is [C:22]([OH:23])(=[O:28])/[CH:8]=[CH:4]\[C:1]([OH:3])=[O:25].[O:5]1[C:6]2=[CH:12][CH:11]=[CH:10][C:9]2=[CH:7][CH:8]=[C:4]1[CH:1]1[C:2]2[C:15](=[CH:16][CH:17]=[CH:18][C:13]=2[CH3:21])[CH2:14][CH2:19][N:20]1[CH3:26]. The yield is 0.990. (5) The reactants are [CH:1]12[O:9][CH:5]([CH2:6][NH:7][CH2:8]1)[CH2:4][N:3]([CH2:10][CH2:11][O:12][C:13]1[CH:20]=[CH:19][C:16]([C:17]#[N:18])=[CH:15][CH:14]=1)[CH2:2]2.Cl[CH2:22][CH2:23][CH2:24][CH2:25][C:26]1[CH:31]=[CH:30][N:29]=[CH:28][CH:27]=1.C([O-])([O-])=O.[K+].[K+]. The catalyst is CC#N.BrBr. The product is [N:29]1[CH:30]=[CH:31][C:26]([CH2:25][CH2:24][CH2:23][CH2:22][N:7]2[CH2:8][CH:1]3[O:9][CH:5]([CH2:4][N:3]([CH2:10][CH2:11][O:12][C:13]4[CH:20]=[CH:19][C:16]([C:17]#[N:18])=[CH:15][CH:14]=4)[CH2:2]3)[CH2:6]2)=[CH:27][CH:28]=1. The yield is 0.572. (6) The reactants are Cl[Si](C)(C)C.Br[CH2:7][C:8]([O:10][CH:11]([CH3:13])[CH3:12])=[O:9].[CH3:14][NH:15][C:16]([C:18]1[CH:27]=[CH:26][C:25]2[C:20](=[CH:21][CH:22]=[C:23]([C:28]([C:30]3[N:31]=[CH:32][N:33]([C:35]([C:48]4[CH:53]=[CH:52][CH:51]=[CH:50][CH:49]=4)([C:42]4[CH:47]=[CH:46][CH:45]=[CH:44][CH:43]=4)[C:36]4[CH:41]=[CH:40][CH:39]=[CH:38][CH:37]=4)[CH:34]=3)=[O:29])[CH:24]=2)[CH:19]=1)=[O:17]. The catalyst is C1COCC1.C(OCC)(=O)C.Cl.[Zn]. The product is [OH:29][C@@:28]([C:23]1[CH:22]=[CH:21][C:20]2[C:25](=[CH:26][CH:27]=[C:18]([C:16]([NH:15][CH3:14])=[O:17])[CH:19]=2)[CH:24]=1)([C:30]1[N:31]=[CH:32][N:33]([C:35]([C:36]2[CH:41]=[CH:40][CH:39]=[CH:38][CH:37]=2)([C:48]2[CH:49]=[CH:50][CH:51]=[CH:52][CH:53]=2)[C:42]2[CH:47]=[CH:46][CH:45]=[CH:44][CH:43]=2)[CH:34]=1)[CH2:7][C:8]([O:10][CH:11]([CH3:13])[CH3:12])=[O:9]. The yield is 0.700. (7) The reactants are [C:1]([C:5]1[CH:9]=[C:8]([NH:10][C:11](=[O:19])OC2C=CC=CC=2)[N:7]([C:20]2[CH:25]=[CH:24][CH:23]=[CH:22][CH:21]=2)[N:6]=1)([CH3:4])([CH3:3])[CH3:2].[CH3:26][O:27][C:28]1[CH:29]=[C:30]2[C:35](=[CH:36][C:37]=1[O:38][CH3:39])[N:34]=[CH:33][N:32]=[C:31]2[O:40][C:41]1[C:42]([F:48])=[C:43]([CH:45]=[CH:46][CH:47]=1)[NH2:44]. The catalyst is C1COCC1. The product is [C:1]([C:5]1[CH:9]=[C:8]([NH:10][C:11]([NH:44][C:43]2[CH:45]=[CH:46][CH:47]=[C:41]([O:40][C:31]3[C:30]4[C:35](=[CH:36][C:37]([O:38][CH3:39])=[C:28]([O:27][CH3:26])[CH:29]=4)[N:34]=[CH:33][N:32]=3)[C:42]=2[F:48])=[O:19])[N:7]([C:20]2[CH:21]=[CH:22][CH:23]=[CH:24][CH:25]=2)[N:6]=1)([CH3:3])([CH3:2])[CH3:4]. The yield is 0.630.